This data is from Catalyst prediction with 721,799 reactions and 888 catalyst types from USPTO. The task is: Predict which catalyst facilitates the given reaction. (1) Reactant: I([O-])(=O)(=O)=[O:2].[Na+].[CH2:7]([N:14]1[C:19](=[O:20])[C:18]2=[C:21]([Cl:24])[CH:22]=[CH:23][N:17]2[N:16]=[C:15]1[CH:25]=CN(C)C)[C:8]1[CH:13]=[CH:12][CH:11]=[CH:10][CH:9]=1. Product: [CH2:7]([N:14]1[C:19](=[O:20])[C:18]2=[C:21]([Cl:24])[CH:22]=[CH:23][N:17]2[N:16]=[C:15]1[CH:25]=[O:2])[C:8]1[CH:13]=[CH:12][CH:11]=[CH:10][CH:9]=1. The catalyst class is: 1. (2) Reactant: [Cl:1][C:2]1[NH:3][C:4]([NH:11][CH2:12][C:13]2[N:14]=[CH:15][S:16][CH:17]=2)=[C:5]([F:10])[C:6](=[N:8][NH2:9])[N:7]=1.[CH:18]1([CH2:23][C@H:24]([CH2:28][N:29]([CH:37]=[O:38])[O:30][CH:31]2[CH2:36][CH2:35][CH2:34][CH2:33][O:32]2)[C:25](O)=[O:26])[CH2:22][CH2:21][CH2:20][CH2:19]1.CN1CCOCC1.C1C=NC2N(O)N=NC=2C=1.C(Cl)CCl. Product: [Cl:1][C:2]1[N:7]=[C:6]([NH:8][NH:9][C:25](=[O:26])[C@H:24]([CH2:23][CH:18]2[CH2:19][CH2:20][CH2:21][CH2:22]2)[CH2:28][N:29]([O:30][CH:31]2[CH2:36][CH2:35][CH2:34][CH2:33][O:32]2)[CH:37]=[O:38])[C:5]([F:10])=[C:4]([NH:11][CH2:12][C:13]2[N:14]=[CH:15][S:16][CH:17]=2)[N:3]=1. The catalyst class is: 3. (3) Reactant: [C:1]1([C:7]2([CH2:12][CH2:13][OH:14])[CH2:11][CH2:10][NH:9][CH2:8]2)[CH:6]=[CH:5][CH:4]=[CH:3][CH:2]=1.[C:15]([C@:25]([C:42]([OH:44])=[O:43])([OH:41])[C@:26]([C:31](=[O:40])[C:32]1[CH:37]=[CH:36][C:35]([O:38][CH3:39])=[CH:34][CH:33]=1)([OH:30])[C:27]([OH:29])=[O:28])(=[O:24])[C:16]1[CH:21]=[CH:20][C:19]([O:22][CH3:23])=[CH:18][CH:17]=1. Product: [C:31]([C@:26]([C:27]([OH:29])=[O:28])([OH:30])[C@:25]([C:15](=[O:24])[C:16]1[CH:21]=[CH:20][C:19]([O:22][CH3:23])=[CH:18][CH:17]=1)([OH:41])[C:42]([OH:44])=[O:43])(=[O:40])[C:32]1[CH:37]=[CH:36][C:35]([O:38][CH3:39])=[CH:34][CH:33]=1.[C:1]1([C:7]2([CH2:12][CH2:13][OH:14])[CH2:11][CH2:10][NH:9][CH2:8]2)[CH:2]=[CH:3][CH:4]=[CH:5][CH:6]=1. The catalyst class is: 8. (4) Product: [F:30][CH:2]([F:1])[C:3]1[C:11]2[C:6](=[CH:7][CH:8]=[C:9]([Br:12])[CH:10]=2)[N:5]([S:13]([C:16]2[CH:21]=[CH:20][C:19]([O:22][CH3:23])=[C:18]([N:24]3[CH2:29][CH2:28][N:27]([CH3:31])[CH2:26][CH2:25]3)[CH:17]=2)(=[O:15])=[O:14])[CH:4]=1. The catalyst class is: 5. Reactant: [F:1][CH:2]([F:30])[C:3]1[C:11]2[C:6](=[CH:7][CH:8]=[C:9]([Br:12])[CH:10]=2)[N:5]([S:13]([C:16]2[CH:21]=[CH:20][C:19]([O:22][CH3:23])=[C:18]([N:24]3[CH2:29][CH2:28][NH:27][CH2:26][CH2:25]3)[CH:17]=2)(=[O:15])=[O:14])[CH:4]=1.[C:31]([BH3-])#N.[Na+].C=O. (5) Reactant: [C:6](O[C:6](=[O:9])[CH2:7][CH3:8])(=[O:9])[CH2:7][CH3:8].[NH2:10][C:11]1[N:16]=[CH:15][C:14](/[CH:17]=[CH:18]/[C:19]([N:21]([CH3:33])[CH2:22][C:23]2[N:24]([CH3:32])[C:25]3[C:30]([CH:31]=2)=[CH:29][CH:28]=[CH:27][CH:26]=3)=[O:20])=[CH:13][CH:12]=1.C(=O)(O)[O-].[Na+]. Product: [CH3:33][N:21]([CH2:22][C:23]1[N:24]([CH3:32])[C:25]2[C:30]([CH:31]=1)=[CH:29][CH:28]=[CH:27][CH:26]=2)[C:19](=[O:20])/[CH:18]=[CH:17]/[C:14]1[CH:15]=[N:16][C:11]([NH:10][C:6](=[O:9])[CH2:7][CH3:8])=[CH:12][CH:13]=1. The catalyst class is: 1.